Predict the reaction yield, written as a fraction of the theoretical maximum amount of product (1.0 means a 100% yield; for example, 0.34 means a 34% yield). From a dataset of Reaction yield outcomes from USPTO patents with 853,638 reactions. (1) The reactants are [Br:1][C:2]1[CH:14]=[CH:13][C:5]([O:6][CH2:7][C:8]([CH:10]2[CH2:12][CH2:11]2)=[O:9])=[C:4]([O:15][CH3:16])[CH:3]=1.CO.[BH4-].[Na+]. The catalyst is C1COCC1. The product is [Br:1][C:2]1[CH:14]=[CH:13][C:5]([O:6][CH2:7][CH:8]([CH:10]2[CH2:11][CH2:12]2)[OH:9])=[C:4]([O:15][CH3:16])[CH:3]=1. The yield is 0.890. (2) The reactants are [NH:1]([C:3]1[CH:4]=[C:5]([CH:9]=[CH:10][CH:11]=1)[C:6]([OH:8])=[O:7])[NH2:2].C([O:14][C:15]([C:17]1[CH:18]=[N:19][C:20]2[C:25]([C:26]=1Cl)=[CH:24][CH:23]=[CH:22][C:21]=2[F:28])=O)C.[OH-].[Li+].Cl. The catalyst is C(O)CCC.O1CCCC1.O. The product is [F:28][C:21]1[C:20]2[NH:19][CH:18]=[C:17]3[C:15](=[O:14])[N:1]([C:3]4[CH:4]=[C:5]([CH:9]=[CH:10][CH:11]=4)[C:6]([OH:8])=[O:7])[N:2]=[C:26]3[C:25]=2[CH:24]=[CH:23][CH:22]=1. The yield is 0.630. (3) The reactants are [CH3:1][C@H:2]1[CH2:7][CH2:6][C@H:5]([C:8]([OH:10])=O)[CH2:4][CH2:3]1.C(Cl)(=O)C(Cl)=O.CN(C)C=O.[CH3:22][O:23][C:24]([C:26]1[S:27][C:28]([C:48]([CH3:54])=[CH:49][CH:50]=[CH:51][CH:52]=[CH2:53])=[CH:29][C:30]=1[NH:31][CH:32]1[CH2:37][CH2:36][N:35]([CH2:38][C:39]2[CH:44]=[CH:43][C:42]([O:45][CH3:46])=[CH:41][CH:40]=2)[C:34](=[O:47])[CH2:33]1)=[O:25]. The catalyst is ClCCCl. The product is [CH3:22][O:23][C:24]([C:26]1[S:27][C:28]([C:48]([CH3:54])=[CH:49][CH:50]=[CH:51][CH:52]=[CH2:53])=[CH:29][C:30]=1[N:31]([CH:32]1[CH2:37][CH2:36][N:35]([CH2:38][C:39]2[CH:40]=[CH:41][C:42]([O:45][CH3:46])=[CH:43][CH:44]=2)[C:34](=[O:47])[CH2:33]1)[C:8]([CH:5]1[CH2:4][CH2:3][CH:2]([CH3:1])[CH2:7][CH2:6]1)=[O:10])=[O:25]. The yield is 0.110. (4) The reactants are [CH2:1]([S:3]([N:6]1[CH2:11][CH2:10][CH:9]([C:12]2[C:20]3[C:15](=[C:16]([C:29]([NH2:31])=[O:30])[CH:17]=[C:18]([C:21]4[CH:26]=[CH:25][CH:24]=[C:23]([CH:27]=O)[CH:22]=4)[CH:19]=3)[NH:14][CH:13]=2)[CH2:8][CH2:7]1)(=[O:5])=[O:4])[CH3:2].[NH2:32][CH:33]([CH3:36])[CH2:34][OH:35].[BH-](OC(C)=O)(OC(C)=O)OC(C)=O.[Na+]. No catalyst specified. The product is [CH2:1]([S:3]([N:6]1[CH2:7][CH2:8][CH:9]([C:12]2[C:20]3[C:15](=[C:16]([C:29]([NH2:31])=[O:30])[CH:17]=[C:18]([C:21]4[CH:26]=[CH:25][CH:24]=[C:23]([CH2:27][NH:32][CH:33]([CH3:36])[CH2:34][OH:35])[CH:22]=4)[CH:19]=3)[NH:14][CH:13]=2)[CH2:10][CH2:11]1)(=[O:5])=[O:4])[CH3:2]. The yield is 0.0600. (5) The reactants are [CH3:1][C:2]1([CH3:20])[CH2:6][C:5]2[C:7]([CH3:19])=[C:8]([N:13]3[CH2:18][CH2:17][NH:16][CH2:15][CH2:14]3)[C:9]([CH3:12])=[C:10]([CH3:11])[C:4]=2[O:3]1.Br[C:22]1[CH:27]=[CH:26][C:25]([CH2:28][CH3:29])=[CH:24][CH:23]=1. No catalyst specified. The product is [CH2:28]([C:25]1[CH:26]=[CH:27][C:22]([N:16]2[CH2:15][CH2:14][N:13]([C:8]3[C:9]([CH3:12])=[C:10]([CH3:11])[C:4]4[O:3][C:2]([CH3:20])([CH3:1])[CH2:6][C:5]=4[C:7]=3[CH3:19])[CH2:18][CH2:17]2)=[CH:23][CH:24]=1)[CH3:29]. The yield is 0.380.